Task: Regression. Given a peptide amino acid sequence and an MHC pseudo amino acid sequence, predict their binding affinity value. This is MHC class II binding data.. Dataset: Peptide-MHC class II binding affinity with 134,281 pairs from IEDB (1) The MHC is HLA-DPA10201-DPB10101 with pseudo-sequence HLA-DPA10201-DPB10101. The binding affinity (normalized) is 0.877. The peptide sequence is EQKYFAATQFEPLAA. (2) The peptide sequence is LSSTGSSCLFVLILF. The MHC is HLA-DQA10101-DQB10501 with pseudo-sequence HLA-DQA10101-DQB10501. The binding affinity (normalized) is 0.388. (3) The peptide sequence is TSGSPIVNRNGEVIG. The MHC is HLA-DQA10201-DQB10301 with pseudo-sequence HLA-DQA10201-DQB10301. The binding affinity (normalized) is 0.683. (4) The peptide sequence is CGMFTNRSGSQQW. The MHC is DRB1_0301 with pseudo-sequence DRB1_0301. The binding affinity (normalized) is 0.0223. (5) The peptide sequence is DRVVFVLWAHGFELT. The MHC is DRB5_0101 with pseudo-sequence DRB5_0101. The binding affinity (normalized) is 0.498. (6) The peptide sequence is GVDNFCVKVLAPYMP. The MHC is DRB1_0404 with pseudo-sequence DRB1_0404. The binding affinity (normalized) is 0.555. (7) The peptide sequence is TFHVEKGSNPNYLALLVKYVNGDGD. The MHC is HLA-DQA10501-DQB10201 with pseudo-sequence HLA-DQA10501-DQB10201. The binding affinity (normalized) is 0.325.